Dataset: Reaction yield outcomes from USPTO patents with 853,638 reactions. Task: Predict the reaction yield, written as a fraction of the theoretical maximum amount of product (1.0 means a 100% yield; for example, 0.34 means a 34% yield). (1) The reactants are [Si:1]([O:8][C@@H:9]1[C@@:28]2([CH3:29])[C:13](=[CH:14][CH:15]=[C:16]3[C@@H:27]2[CH2:26][CH2:25][C@@:24]2([CH3:30])[C@H:17]3[CH2:18][CH:19]=[C:20]2[C@@H:21]([OH:23])[CH3:22])[CH2:12][C@@H:11]([O:31][Si:32]([C:35]([CH3:38])([CH3:37])[CH3:36])([CH3:34])[CH3:33])[CH2:10]1)([C:4]([CH3:7])([CH3:6])[CH3:5])([CH3:3])[CH3:2].[H-].[Na+].C1OCCOCCOCCOCCOC1.Br[CH2:57][C:58]#[C:59][C:60]([CH2:71][CH3:72])([O:63][Si:64]([CH2:69][CH3:70])([CH2:67][CH3:68])[CH2:65][CH3:66])[CH2:61][CH3:62]. The catalyst is O1CCCC1. The product is [Si:1]([O:8][C@@H:9]1[C@@:28]2([CH3:29])[C:13](=[CH:14][CH:15]=[C:16]3[C@@H:27]2[CH2:26][CH2:25][C@@:24]2([CH3:30])[C@H:17]3[CH2:18][CH:19]=[C:20]2[C@@H:21]([O:23][CH2:57][C:58]#[C:59][C:60]([CH2:71][CH3:72])([O:63][Si:64]([CH2:69][CH3:70])([CH2:65][CH3:66])[CH2:67][CH3:68])[CH2:61][CH3:62])[CH3:22])[CH2:12][C@@H:11]([O:31][Si:32]([C:35]([CH3:37])([CH3:36])[CH3:38])([CH3:33])[CH3:34])[CH2:10]1)([C:4]([CH3:7])([CH3:6])[CH3:5])([CH3:3])[CH3:2]. The yield is 0.920. (2) The reactants are [CH:1]([N:4]1[CH:8]=[CH:7][C:6]([CH2:9]O)=[N:5]1)([CH3:3])[CH3:2].S(Cl)([Cl:13])=O. The catalyst is C(Cl)Cl. The product is [ClH:13].[Cl:13][CH2:9][C:6]1[CH:7]=[CH:8][N:4]([CH:1]([CH3:3])[CH3:2])[N:5]=1. The yield is 0.850. (3) The yield is 0.497. The reactants are C[O:2][C:3]1[CH:4]=[C:5]2[C:10](=[CH:11][C:12]=1[C:13]1[N:14]=[N:15][C:16]([N:19]([CH3:30])[CH:20]3[CH2:25][C:24]([CH3:27])([CH3:26])[NH:23][C:22]([CH3:29])([CH3:28])[CH2:21]3)=[CH:17][CH:18]=1)[C:9](=[O:31])[N:8]([CH3:32])[CH:7]=[CH:6]2.B(Br)(Br)Br. No catalyst specified. The product is [OH:2][C:3]1[CH:4]=[C:5]2[C:10](=[CH:11][C:12]=1[C:13]1[N:14]=[N:15][C:16]([N:19]([CH3:30])[CH:20]3[CH2:21][C:22]([CH3:28])([CH3:29])[NH:23][C:24]([CH3:26])([CH3:27])[CH2:25]3)=[CH:17][CH:18]=1)[C:9](=[O:31])[N:8]([CH3:32])[CH:7]=[CH:6]2. (4) The reactants are [NH2:1][C:2]1[C:3]([C:16]([O:18]C)=[O:17])=[N:4][C:5]([C:8]2[C:13]([F:14])=[CH:12][CH:11]=[CH:10][C:9]=2[F:15])=[CH:6][CH:7]=1.[Li+].[OH-].Cl. The catalyst is C1COCC1. The product is [NH2:1][C:2]1[C:3]([C:16]([OH:18])=[O:17])=[N:4][C:5]([C:8]2[C:13]([F:14])=[CH:12][CH:11]=[CH:10][C:9]=2[F:15])=[CH:6][CH:7]=1. The yield is 0.900. (5) The product is [CH3:1][O:2][CH2:3][CH2:4][O:5][C:6]1[CH:11]=[C:10]([O:12][C:13]2[CH:18]=[CH:17][C:16]([C:19]([F:20])([F:21])[F:22])=[CH:15][N:14]=2)[CH:9]=[CH:8][C:7]=1[CH2:23][CH2:24][CH2:25][O:26][C:28]1[CH:32]=[C:31]([CH2:33][CH2:34][C:35]([OH:37])=[O:36])[N:30]([C:40]2[CH:45]=[CH:44][CH:43]=[CH:42][CH:41]=2)[N:29]=1. The reactants are [CH3:1][O:2][CH2:3][CH2:4][O:5][C:6]1[CH:11]=[C:10]([O:12][C:13]2[CH:18]=[CH:17][C:16]([C:19]([F:22])([F:21])[F:20])=[CH:15][N:14]=2)[CH:9]=[CH:8][C:7]=1[CH2:23][CH2:24][CH2:25][OH:26].O[C:28]1[CH:32]=[C:31]([CH2:33][CH2:34][C:35]([O:37]CC)=[O:36])[N:30]([C:40]2[CH:45]=[CH:44][CH:43]=[CH:42][CH:41]=2)[N:29]=1.C(P(CCCC)CCCC)CCC.N(C(N1CCCCC1)=O)=NC(N1CCCCC1)=O.O1CCCC1CO.[OH-].[Na+].Cl. The catalyst is O1CCCC1. The yield is 0.560. (6) The reactants are [H-].[Al+3].[Li+].[H-].[H-].[H-].[NH2:7][C:8]1[CH:9]=[CH:10][C:11](Cl)=[C:12]([CH:18]=1)[C:13](OCC)=[O:14].C1C[O:23][CH2:22]C1. No catalyst specified. The product is [NH2:7][C:8]1[CH:18]=[C:12]([CH2:13][OH:14])[CH:11]=[C:10]([O:23][CH3:22])[CH:9]=1. The yield is 0.750. (7) The reactants are [C:1]([NH:9][C:10]([NH2:12])=[S:11])(=[O:8])[C:2]1[CH:7]=[CH:6][CH:5]=[CH:4][CH:3]=1.[CH3:13][I:14]. The catalyst is C(Cl)Cl. The product is [IH:14].[C:1]([NH:9][C:10](=[NH:12])[S:11][CH3:13])(=[O:8])[C:2]1[CH:7]=[CH:6][CH:5]=[CH:4][CH:3]=1. The yield is 0.370. (8) The reactants are Cl[C:2]1[N:3]=[N:4][C:5]([C:8]2[CH:13]=[CH:12][C:11]([CH3:14])=[CH:10][C:9]=2[CH3:15])=[CH:6][CH:7]=1.NC(N)=[S:18].C([O-])([O-])=O.[Na+].[Na+]. The catalyst is CCO. The product is [CH3:15][C:9]1[CH:10]=[C:11]([CH3:14])[CH:12]=[CH:13][C:8]=1[C:5]1[CH:6]=[CH:7][C:2](=[S:18])[NH:3][N:4]=1. The yield is 0.520.